From a dataset of Acute oral toxicity (LD50) regression data from Zhu et al.. Regression/Classification. Given a drug SMILES string, predict its toxicity properties. Task type varies by dataset: regression for continuous values (e.g., LD50, hERG inhibition percentage) or binary classification for toxic/non-toxic outcomes (e.g., AMES mutagenicity, cardiotoxicity, hepatotoxicity). Dataset: ld50_zhu. (1) The drug is CSc1c(C)cc(OC(=O)N(C)C(C)=O)cc1C. The rat oral LD50 is 2.75, given as -log10 of the dose in mol/kg body weight (higher means more acutely toxic). (2) The rat oral LD50 is 2.40, given as -log10 of the dose in mol/kg body weight (higher means more acutely toxic). The molecule is SCc1ccccc1. (3) The molecule is C=CCC(C(=O)NC(N)=O)C(C)C. The rat oral LD50 is 2.24, given as -log10 of the dose in mol/kg body weight (higher means more acutely toxic). (4) The molecule is CCCC(=O)c1ccc2c(c1)N(CCCN(C)C)c1ccccc1S2. The rat oral LD50 is 3.07, given as -log10 of the dose in mol/kg body weight (higher means more acutely toxic). (5) The drug is O=C(NCc1cccnc1)Nc1ccc([N+](=O)[O-])cc1. The rat oral LD50 is 4.64, given as -log10 of the dose in mol/kg body weight (higher means more acutely toxic). (6) The compound is COc1ccc(CO)cc1. The rat oral LD50 is 2.06, given as -log10 of the dose in mol/kg body weight (higher means more acutely toxic).